From a dataset of Forward reaction prediction with 1.9M reactions from USPTO patents (1976-2016). Predict the product of the given reaction. (1) Given the reactants [CH:1]1([NH2:4])[CH2:3][CH2:2]1.[Cl:5][C:6]1[C:11]([F:12])=[C:10](Cl)[N:9]=[C:8]([CH:14]2[CH2:16][CH2:15]2)[N:7]=1, predict the reaction product. The product is: [Cl:5][C:6]1[N:7]=[C:8]([CH:14]2[CH2:15][CH2:16]2)[N:9]=[C:10]([NH:4][CH:1]2[CH2:3][CH2:2]2)[C:11]=1[F:12]. (2) Given the reactants ClC1C=CC(C(O[NH:9][C:10](=[O:16])[O:11][C:12]([CH3:15])([CH3:14])[CH3:13])=O)=CC=1.[Cl:19][C:20]1[C:21]([CH3:33])=[C:22]([CH:31]=[CH2:32])[C:23]([O:29][CH3:30])=[C:24]([C:26](=[O:28])[CH3:27])[CH:25]=1.C(=O)([O-:36])N, predict the reaction product. The product is: [C:12]([O:11][C:10](=[O:16])[NH:9][CH2:32][CH:31]([C:22]1[C:21]([CH3:33])=[C:20]([Cl:19])[CH:25]=[C:24]([C:26](=[O:28])[CH3:27])[C:23]=1[O:29][CH3:30])[OH:36])([CH3:15])([CH3:14])[CH3:13].